Dataset: Reaction yield outcomes from USPTO patents with 853,638 reactions. Task: Predict the reaction yield, written as a fraction of the theoretical maximum amount of product (1.0 means a 100% yield; for example, 0.34 means a 34% yield). (1) The yield is 0.160. The reactants are [N:1]#[C:2][C@@H:3]([C:5]([O:7][CH2:8][CH3:9])=[O:6])[NH2:4].[CH2:10](OC(OCC)OCC)C.[CH:20]1([NH2:23])[CH2:22][CH2:21]1. The product is [NH2:1][C:2]1[N:23]([CH:20]2[CH2:22][CH2:21]2)[CH:10]=[N:4][C:3]=1[C:5]([O:7][CH2:8][CH3:9])=[O:6]. The catalyst is CC#N.CCO.ClCCl. (2) The catalyst is C1COCC1.CCOC(C)=O. The product is [Si:21]([O:28][CH2:29][C@@H:30]1[C@H:34]([CH2:35][CH3:36])[CH2:33][C:32](=[CH:11][C:12]([O:14][CH2:15][CH3:16])=[O:13])[CH2:31]1)([C:24]([CH3:27])([CH3:26])[CH3:25])([CH3:22])[CH3:23]. The yield is 1.00. The reactants are [H-].[Na+].C(OP([CH2:11][C:12]([O:14][CH2:15][CH3:16])=[O:13])(OCC)=O)C.P(=O)([O-])[O-].[Si:21]([O:28][CH2:29][C@@H:30]1[C@H:34]([CH2:35][CH3:36])[CH2:33][C:32](=O)[CH2:31]1)([C:24]([CH3:27])([CH3:26])[CH3:25])([CH3:23])[CH3:22].[NH4+].[Cl-]. (3) The reactants are [F:1][C:2]1[CH:19]=[CH:18][CH:17]=[CH:16][C:3]=1[CH2:4][N:5]1[C:10](=[O:11])[CH2:9][S:8][C:7]2[CH:12]=[CH:13][CH:14]=[CH:15][C:6]1=2.[CH:20]([C:22]1[CH:31]=[CH:30][C:25]([C:26]([O:28]C)=[O:27])=[CH:24][CH:23]=1)=O.CC[O-].[Na+].Cl. The catalyst is C1COCC1. The product is [F:1][C:2]1[CH:19]=[CH:18][CH:17]=[CH:16][C:3]=1[CH2:4][N:5]1[C:10](=[O:11])/[C:9](=[CH:20]/[C:22]2[CH:31]=[CH:30][C:25]([C:26]([OH:28])=[O:27])=[CH:24][CH:23]=2)/[S:8][C:7]2[CH:12]=[CH:13][CH:14]=[CH:15][C:6]1=2. The yield is 0.710. (4) The reactants are [NH2:1][C:2]1[C:7](I)=[CH:6][N:5]=[C:4]([Br:9])[CH:3]=1.[C:10]([O:14][CH2:15][CH3:16])(=[O:13])[CH:11]=[CH2:12].C(N(CC)CC)C. The catalyst is CN(C=O)C.C([O-])(=O)C.[Pd+2].C([O-])(=O)C.C1(C)C=CC=CC=1P(C1C=CC=CC=1C)C1C=CC=CC=1C. The product is [NH2:1][C:2]1[CH:3]=[C:4]([Br:9])[N:5]=[CH:6][C:7]=1/[CH:12]=[CH:11]/[C:10]([O:14][CH2:15][CH3:16])=[O:13]. The yield is 0.890. (5) The reactants are [H-].[Na+].C([O:7][C:8](=[O:17])[C:9]([CH3:16])([CH3:15])[CH2:10][CH2:11][CH2:12][CH2:13][OH:14])(C)(C)C.C([O:22][C:23](=[O:32])[C:24]([CH3:31])([CH3:30])[CH2:25][CH2:26][CH2:27][CH2:28]Br)(C)(C)C.O. The catalyst is CN(C=O)C. The product is [CH3:16][C:9]([C:8]([OH:7])=[O:17])([CH2:10][CH2:11][CH2:12][CH2:13][O:14][CH2:28][CH2:27][CH2:26][CH2:25][C:24]([C:23]([OH:32])=[O:22])([CH3:31])[CH3:30])[CH3:15]. The yield is 0.340. (6) The reactants are [CH2:1]([O:8][C:9]1[CH:14]=[CH:13][C:12]([C:15]2[NH:29][C:18]3=[N:19][C:20]([C:23]4[CH2:24][CH2:25][NH:26][CH2:27][CH:28]=4)=[CH:21][CH:22]=[C:17]3[N:16]=2)=[CH:11][CH:10]=1)[C:2]1[CH:7]=[CH:6][CH:5]=[CH:4][CH:3]=1.CCN(C(C)C)C(C)C.[C:39](Cl)(=[O:41])[CH3:40].O. The catalyst is C1COCC1. The product is [CH2:1]([O:8][C:9]1[CH:14]=[CH:13][C:12]([C:15]2[NH:29][C:18]3=[N:19][C:20]([C:23]4[CH2:24][CH2:25][N:26]([C:39](=[O:41])[CH3:40])[CH2:27][CH:28]=4)=[CH:21][CH:22]=[C:17]3[N:16]=2)=[CH:11][CH:10]=1)[C:2]1[CH:3]=[CH:4][CH:5]=[CH:6][CH:7]=1. The yield is 0.560. (7) The reactants are [CH:1]([N:4]1[CH2:9][CH2:8][CH:7]([O:10][C:11]2[CH:19]=[CH:18][C:17]3[N:16]4[C@H:20]([CH3:25])[CH2:21][NH:22][C:23](=[O:24])[C:15]4=[CH:14][C:13]=3[CH:12]=2)[CH2:6][CH2:5]1)([CH3:3])[CH3:2].[H-].[Na+].Br[CH2:29][C:30]1[C:31]([C:36]2[CH:41]=[CH:40][CH:39]=[CH:38][CH:37]=2)=[N:32][O:33][C:34]=1[CH3:35]. No catalyst specified. The product is [CH:1]([N:4]1[CH2:9][CH2:8][CH:7]([O:10][C:11]2[CH:19]=[CH:18][C:17]3[N:16]4[C@H:20]([CH3:25])[CH2:21][N:22]([CH2:29][C:30]5[C:31]([C:36]6[CH:41]=[CH:40][CH:39]=[CH:38][CH:37]=6)=[N:32][O:33][C:34]=5[CH3:35])[C:23](=[O:24])[C:15]4=[CH:14][C:13]=3[CH:12]=2)[CH2:6][CH2:5]1)([CH3:3])[CH3:2]. The yield is 0.710.